From a dataset of Full USPTO retrosynthesis dataset with 1.9M reactions from patents (1976-2016). Predict the reactants needed to synthesize the given product. Given the product [C:1]([O:5][C:6](=[O:19])[CH2:7][C@@H:8]([CH2:17][O:18][S:20]([C:23]1[CH:29]=[CH:28][C:26]([CH3:27])=[CH:25][CH:24]=1)(=[O:22])=[O:21])[CH2:9][C@H:10]([CH3:16])[CH2:11][CH2:12][CH2:13][CH2:14][CH3:15])([CH3:3])([CH3:2])[CH3:4], predict the reactants needed to synthesize it. The reactants are: [C:1]([O:5][C:6](=[O:19])[CH2:7][C@@H:8]([CH2:17][OH:18])[CH2:9][C@H:10]([CH3:16])[CH2:11][CH2:12][CH2:13][CH2:14][CH3:15])([CH3:4])([CH3:3])[CH3:2].[S:20](Cl)([C:23]1[CH:29]=[CH:28][C:26]([CH3:27])=[CH:25][CH:24]=1)(=[O:22])=[O:21].C(N(CC)CC)C.